From a dataset of Full USPTO retrosynthesis dataset with 1.9M reactions from patents (1976-2016). Predict the reactants needed to synthesize the given product. (1) Given the product [O:15]=[CH:14][C@@H:30]([C@H:12]([C@@H:6]([C@@H:7]([CH2:8][OH:10])[OH:11])[OH:5])[OH:13])[OH:31], predict the reactants needed to synthesize it. The reactants are: C(C1[O:5][C@H:6]([CH2:12][OH:13])[C@@H:7]([OH:11])[C@H:8]([OH:10])C=1)(=O)C.[CH3:14][O-:15].[Na+].N1C=CN=C1.[Si](Cl)(C(C)(C)C)(C)C.[CH3:30][OH:31]. (2) Given the product [Cl:8][C:5]1[C:4]([NH2:9])=[CH:3][C:2]([B:13]2[O:12][C:11]([CH3:27])([CH3:10])[CH:15]([CH3:16])[O:14]2)=[CH:7][N:6]=1, predict the reactants needed to synthesize it. The reactants are: Br[C:2]1[CH:3]=[C:4]([NH2:9])[C:5]([Cl:8])=[N:6][CH:7]=1.[CH3:10][C:11]1([CH3:27])[C:15](C)([CH3:16])[O:14][B:13]([B:13]2[O:14][C:15](C)([CH3:16])[C:11]([CH3:27])([CH3:10])[O:12]2)[O:12]1.C([O-])(=O)C.[K+].